From a dataset of Full USPTO retrosynthesis dataset with 1.9M reactions from patents (1976-2016). Predict the reactants needed to synthesize the given product. (1) Given the product [Br:25][C:8]1[CH:17]=[C:16]([O:18][CH:19]([CH3:21])[CH3:20])[C:15]([Cl:22])=[C:14]2[C:9]=1[CH2:10][CH2:11][NH:12][C:13]2=[O:23], predict the reactants needed to synthesize it. The reactants are: C(OC(=O)N[C:8]1[CH:17]=[C:16]([O:18][CH:19]([CH3:21])[CH3:20])[C:15]([Cl:22])=[C:14]2[C:9]=1[CH2:10][CH2:11][NH:12][C:13]2=[O:23])(C)(C)C.[BrH:25].N([O-])=O.[Na+].C([O-])(O)=O.[Na+]. (2) The reactants are: Br[CH2:2][C:3](=O)[CH2:4][C:5]([O:7][CH2:8][CH3:9])=[O:6].[NH2:11][C:12]1[CH:17]=[CH:16][CH:15]=[CH:14][C:13]=1[C:18](=[S:20])[NH2:19]. Given the product [NH2:11][C:12]1[CH:17]=[CH:16][CH:15]=[CH:14][C:13]=1[C:18]1[S:20][CH:2]=[C:3]([CH2:4][C:5]([O:7][CH2:8][CH3:9])=[O:6])[N:19]=1, predict the reactants needed to synthesize it. (3) Given the product [O:22]=[S:2]1(=[O:1])[CH2:7][CH2:6][CH:5]([C:8]2[CH:13]=[CH:12][C:11]([NH:14][C:39]([C:28]3[NH:29][CH:30]=[C:26]([C:24]#[N:25])[N:27]=3)=[O:40])=[C:10]([N:15]3[CH2:16][CH2:17][CH:18]([CH3:21])[CH2:19][CH2:20]3)[CH:9]=2)[CH2:4][CH2:3]1, predict the reactants needed to synthesize it. The reactants are: [O:1]=[S:2]1(=[O:22])[CH2:7][CH2:6][CH:5]([C:8]2[CH:13]=[CH:12][C:11]([NH2:14])=[C:10]([N:15]3[CH2:20][CH2:19][CH:18]([CH3:21])[CH2:17][CH2:16]3)[CH:9]=2)[CH2:4][CH2:3]1.[K+].[C:24]([C:26]1[N:27]=[C:28]([C:39]([O-])=[O:40])[N:29](COCC[Si](C)(C)C)[CH:30]=1)#[N:25].C1CN([P+](Br)(N2CCCC2)N2CCCC2)CC1.F[P-](F)(F)(F)(F)F.CCN(C(C)C)C(C)C. (4) Given the product [CH3:32][C@H:28]([CH2:27][S:24]([CH2:23][C:18]1[CH:19]=[C:20]([CH:21]=[CH2:16])[CH:22]=[C:1]([CH3:2])[CH:17]=1)(=[O:25])=[O:26])[C:29]([OH:31])=[O:30], predict the reactants needed to synthesize it. The reactants are: [CH:1]([B-](F)(F)F)=[CH2:2].[K+].C(N(CC)CC)C.Br[C:16]1[CH:17]=[C:18]([CH2:23][S:24]([CH2:27][C@@H:28]([CH3:32])[C:29]([OH:31])=[O:30])(=[O:26])=[O:25])[CH:19]=[C:20]([CH3:22])[CH:21]=1. (5) Given the product [CH3:9][S:10]([O:8][CH:4]1[CH2:5][CH2:6][CH2:7][CH:2]([CH3:1])[CH2:3]1)(=[O:12])=[O:11], predict the reactants needed to synthesize it. The reactants are: [CH3:1][CH:2]1[CH2:7][CH2:6][CH2:5][CH:4]([OH:8])[CH2:3]1.[CH3:9][S:10](Cl)(=[O:12])=[O:11].O. (6) Given the product [NH2:7][C:8]1[C:9]([CH3:17])=[CH:10][C:11]([CH2:12][NH2:13])=[CH:14][C:15]=1[CH3:16], predict the reactants needed to synthesize it. The reactants are: [H-].[Al+3].[Li+].[H-].[H-].[H-].[NH2:7][C:8]1[C:15]([CH3:16])=[CH:14][C:11]([C:12]#[N:13])=[CH:10][C:9]=1[CH3:17]. (7) Given the product [CH3:17][O:16][C:3]1[C:2]([B:21]2[O:22][C:23]([CH3:25])([CH3:24])[C:19]([CH3:35])([CH3:18])[O:20]2)=[CH:7][CH:6]=[CH:5][C:4]=1[CH2:8][CH2:9][CH2:10][C:11]([O:13][CH2:14][CH3:15])=[O:12], predict the reactants needed to synthesize it. The reactants are: Br[C:2]1[C:3]([O:16][CH3:17])=[C:4]([CH2:8][CH2:9][CH2:10][C:11]([O:13][CH2:14][CH3:15])=[O:12])[CH:5]=[CH:6][CH:7]=1.[CH3:18][C:19]1([CH3:35])[C:23]([CH3:25])([CH3:24])[O:22][B:21]([B:21]2[O:22][C:23]([CH3:25])([CH3:24])[C:19]([CH3:35])([CH3:18])[O:20]2)[O:20]1.C([O-])(=O)C.[K+].